The task is: Predict the reactants needed to synthesize the given product.. This data is from Full USPTO retrosynthesis dataset with 1.9M reactions from patents (1976-2016). (1) Given the product [F:14][C:13]([F:16])([F:15])[C:4]1[CH:5]=[CH:6][CH:7]=[C:8]([C:9]([F:12])([F:11])[F:10])[C:3]=1[CH2:2][C:17]#[N:18], predict the reactants needed to synthesize it. The reactants are: Br[CH2:2][C:3]1[C:8]([C:9]([F:12])([F:11])[F:10])=[CH:7][CH:6]=[CH:5][C:4]=1[C:13]([F:16])([F:15])[F:14].[C-:17]#[N:18].[Na+]. (2) Given the product [CH3:1][O:2][C:3]([C:5]1[N:6]=[C:7]([CH3:25])[C:8]2[C:13]([C:14]=1[OH:15])=[CH:12][CH:11]=[C:10]([O:16][C:17]1[CH:22]=[CH:21][CH:20]=[CH:19][CH:18]=1)[CH:9]=2)=[O:4], predict the reactants needed to synthesize it. The reactants are: [CH3:1][O:2][C:3]([C:5]1[N:6]=[C:7](Br)[C:8]2[C:13]([C:14]=1[OH:15])=[CH:12][CH:11]=[C:10]([O:16][C:17]1[CH:22]=[CH:21][CH:20]=[CH:19][CH:18]=1)[CH:9]=2)=[O:4].[Sn](C)(C)(C)[CH3:25]. (3) Given the product [NH2:25][C:23](=[O:24])[C@H:22]([NH:21][C:6]1[N:7]=[C:8]([NH:9][C:10]2[CH:15]=[CH:14][C:13]([C:16]3[O:20][N:19]=[CH:18][CH:17]=3)=[CH:12][CH:11]=2)[C:3]([C:1]([NH2:2])=[O:36])=[N:4][CH:5]=1)[CH2:26][CH:27]([CH3:29])[CH3:28], predict the reactants needed to synthesize it. The reactants are: [C:1]([C:3]1[N:4]=[CH:5][C:6]([NH:21][C@H:22]([CH2:26][CH:27]([CH3:29])[CH3:28])[C:23]([NH2:25])=[O:24])=[N:7][C:8]=1[NH:9][C:10]1[CH:15]=[CH:14][C:13]([C:16]2[O:20][N:19]=[CH:18][CH:17]=2)=[CH:12][CH:11]=1)#[N:2].[OH-].[Na+].OO.CC(O)=[O:36]. (4) Given the product [ClH:9].[ClH:9].[NH2:1][C@H:2]1[CH2:7][CH2:6][C@H:5]([NH:8][C:10]2[N:18]=[C:17]3[C:13]([N:14]=[CH:15][N:16]3[CH:19]3[CH2:20][CH2:21][CH2:22][CH2:23]3)=[C:12]([NH:24][C:25]3[CH:26]=[CH:27][C:28]([O:31][CH3:32])=[CH:29][CH:30]=3)[N:11]=2)[CH2:4][CH2:3]1, predict the reactants needed to synthesize it. The reactants are: [NH2:1][C@H:2]1[CH2:7][CH2:6][C@H:5]([NH2:8])[CH2:4][CH2:3]1.[Cl:9][C:10]1[N:18]=[C:17]2[C:13]([N:14]=[CH:15][N:16]2[CH:19]2[CH2:23][CH2:22][CH2:21][CH2:20]2)=[C:12]([NH:24][C:25]2[CH:30]=[CH:29][C:28]([O:31][CH3:32])=[CH:27][CH:26]=2)[N:11]=1. (5) Given the product [O:51]1[C:52]2[CH:57]=[CH:56][C:55]([C:58]3([CH3:65])[NH:62][C:61](=[O:63])[N:60]([CH2:24][CH2:23][C:19]4[CH:20]=[CH:21][CH:22]=[C:17]([O:16][C:15]5[CH:26]=[CH:27][C:12]([C:3]([OH:8])([C:4]([F:5])([F:6])[F:7])[C:2]([F:31])([F:32])[F:1])=[CH:13][C:14]=5[CH2:28][CH2:29][CH3:30])[CH:18]=4)[C:59]3=[O:64])=[CH:54][C:53]=2[O:33][CH2:49]1, predict the reactants needed to synthesize it. The reactants are: [F:1][C:2]([F:32])([F:31])[C:3]([C:12]1[CH:27]=[CH:26][C:15]([O:16][C:17]2[CH:18]=[C:19]([CH2:23][CH2:24]O)[CH:20]=[CH:21][CH:22]=2)=[C:14]([CH2:28][CH2:29][CH3:30])[CH:13]=1)([O:8]COC)[C:4]([F:7])([F:6])[F:5].[O:33]1C2C=CC(C3(C)N=CN=C3)=CC=2OC1.C[CH:49]([O:51][C:52]1[CH:57]=[CH:56][C:55]([C:58]2([CH3:65])[NH:62][C:61](=[O:63])[NH:60][C:59]2=[O:64])=[CH:54][CH:53]=1)C.